This data is from Catalyst prediction with 721,799 reactions and 888 catalyst types from USPTO. The task is: Predict which catalyst facilitates the given reaction. (1) Reactant: Br[C:2]1[CH:3]=[C:4]([C:8]2([C:18]3[CH:23]=[C:22]([CH3:24])[C:21]([O:25][CH3:26])=[C:20]([F:27])[CH:19]=3)[C:16]3[C:11](=[N:12][CH:13]=[CH:14][CH:15]=3)[C:10]([NH2:17])=[N:9]2)[CH:5]=[CH:6][CH:7]=1.[N:28]1[CH:33]=[C:32](B(O)O)[CH:31]=[N:30][CH:29]=1.C(=O)([O-])[O-].[K+].[K+].CO. Product: [F:27][C:20]1[CH:19]=[C:18]([C:8]2([C:4]3[CH:5]=[CH:6][CH:7]=[C:2]([C:32]4[CH:33]=[N:28][CH:29]=[N:30][CH:31]=4)[CH:3]=3)[C:16]3[C:11](=[N:12][CH:13]=[CH:14][CH:15]=3)[C:10]([NH2:17])=[N:9]2)[CH:23]=[C:22]([CH3:24])[C:21]=1[O:25][CH3:26]. The catalyst class is: 151. (2) Reactant: [F:1][C:2]1[CH:7]=[C:6]([I:8])[CH:5]=[CH:4][C:3]=1[NH2:9].[Li+].C[Si]([N-][Si](C)(C)C)(C)C.[CH3:20][O:21][CH:22]([O:36][CH3:37])[C:23]1[C:28](F)=[C:27]([N+:30]([O-:32])=[O:31])[C:26]([O:33][CH3:34])=[CH:25][C:24]=1[F:35]. Product: [CH3:37][O:36][CH:22]([O:21][CH3:20])[C:23]1[C:24]([F:35])=[CH:25][C:26]([O:33][CH3:34])=[C:27]([N+:30]([O-:32])=[O:31])[C:28]=1[NH:9][C:3]1[CH:4]=[CH:5][C:6]([I:8])=[CH:7][C:2]=1[F:1]. The catalyst class is: 1.